From a dataset of Forward reaction prediction with 1.9M reactions from USPTO patents (1976-2016). Predict the product of the given reaction. (1) Given the reactants Br[C:2]1[C:6]2=[N:7][CH:8]=[CH:9][CH:10]=[C:5]2[S:4][CH:3]=1.[CH3:11]B(O)O.C([O-])([O-])=O.[Na+].[Na+].O, predict the reaction product. The product is: [NH3:7].[CH3:11][C:2]1[C:6]2=[N:7][CH:8]=[CH:9][CH:10]=[C:5]2[S:4][CH:3]=1. (2) Given the reactants [F:1][C:2]1[CH:7]=[CH:6][CH:5]=[C:4]([F:8])[C:3]=1[N:9]1[C:14]2[N:15]=[C:16](S(C)(=O)=O)[N:17]=[C:18]([C:19]3[CH:24]=[CH:23][CH:22]=[CH:21][C:20]=3[F:25])[C:13]=2[CH:12]=[CH:11][C:10]1=[O:30].O.C[N:33]1CCCC1=O, predict the reaction product. The product is: [NH2:33][C:16]1[N:17]=[C:18]([C:19]2[CH:24]=[CH:23][CH:22]=[CH:21][C:20]=2[F:25])[C:13]2[CH:12]=[CH:11][C:10](=[O:30])[N:9]([C:3]3[C:2]([F:1])=[CH:7][CH:6]=[CH:5][C:4]=3[F:8])[C:14]=2[N:15]=1. (3) Given the reactants N[C:2]1[CH:7]=[C:6]([Br:8])[C:5]([CH3:9])=[CH:4][C:3]=1[C:10]1[CH:15]=[C:14]([CH3:16])[C:13]([Br:17])=[CH:12][C:11]=1[NH2:18].C(C1C=CC=CC=1S(O)(=O)=O)CCCCCCCCCCC, predict the reaction product. The product is: [Br:17][C:13]1[C:14]([CH3:16])=[CH:15][C:10]2[C:3]3[C:2](=[CH:7][C:6]([Br:8])=[C:5]([CH3:9])[CH:4]=3)[NH:18][C:11]=2[CH:12]=1. (4) The product is: [C:1]1([C:7]2([CH3:28])[CH2:13][N:14]([CH2:19][CH:20]([OH:27])[C:21]3[CH:22]=[CH:23][CH:24]=[CH:25][CH:26]=3)[C:15](=[O:16])[N:17]([CH3:18])[C:8]2=[O:9])[CH2:6][CH2:5][CH2:4][CH2:3][CH:2]=1. Given the reactants [C:1]1([C:7]([CH3:28])([CH2:13][N:14]([CH2:19][CH:20]([OH:27])[C:21]2[CH:26]=[CH:25][CH:24]=[CH:23][CH:22]=2)[C:15]([NH:17][CH3:18])=[O:16])[C:8](OCC)=[O:9])[CH2:6][CH2:5][CH2:4][CH2:3][CH:2]=1.C1(C(C)(CN(CC(O)C2C=CC=CC=2)C(NC)=O)C(OCC)=O)CCCCC1.CC([O-])(C)C.[K+], predict the reaction product. (5) Given the reactants FC(F)(F)C(O)=O.[I:8][CH2:9][C:10](=[O:94])[NH:11][CH2:12][CH2:13][O:14][CH2:15][CH2:16][O:17][CH2:18][CH2:19][O:20][CH2:21][CH2:22][O:23][CH2:24][CH2:25][C:26](=[O:93])[NH:27][CH2:28][C:29]#[C:30][C:31]1[CH:32]=[C:33]([CH2:65][O:66][C:67]2[C:68]([O:91][CH3:92])=[CH:69][C:70]3[C:76](=[O:77])[N:75]4[CH:78]=[C:79]([CH3:81])[CH2:80][C@H:74]4[C@H:73](O)[N:72](C(OC(C)(C)C)=O)[C:71]=3[CH:90]=2)[CH:34]=[C:35]([CH2:37][O:38][C:39]2[C:40]([O:63][CH3:64])=[CH:41][C:42]3[C:48](=[O:49])[N:47]4[CH:50]=[C:51]([CH3:53])[CH2:52][C@H:46]4[C@H:45](O)[N:44](C(OC(C)(C)C)=O)[C:43]=3[CH:62]=2)[CH:36]=1, predict the reaction product. The product is: [CH3:92][O:91][C:68]1[C:67]([O:66][CH2:65][C:33]2[CH:32]=[C:31]([C:30]#[C:29][CH2:28][NH:27][C:26](=[O:93])[CH2:25][CH2:24][O:23][CH2:22][CH2:21][O:20][CH2:19][CH2:18][O:17][CH2:16][CH2:15][O:14][CH2:13][CH2:12][NH:11][C:10](=[O:94])[CH2:9][I:8])[CH:36]=[C:35]([CH2:37][O:38][C:39]3[C:40]([O:63][CH3:64])=[CH:41][C:42]4[C:48](=[O:49])[N:47]5[CH:50]=[C:51]([CH3:53])[CH2:52][C@H:46]5[CH:45]=[N:44][C:43]=4[CH:62]=3)[CH:34]=2)=[CH:90][C:71]2[N:72]=[CH:73][C@@H:74]3[CH2:80][C:79]([CH3:81])=[CH:78][N:75]3[C:76](=[O:77])[C:70]=2[CH:69]=1. (6) Given the reactants [NH2:1][CH:2]1[C:10]2[C:5](=[CH:6][C:7]([CH2:11][N:12]3[CH:16]=[C:15]([CH2:17][OH:18])[C:14]([C:19]([F:22])([F:21])[F:20])=[N:13]3)=[CH:8][CH:9]=2)[CH2:4][CH2:3]1.C(N(CC)CC)C.[CH3:30][O:31][C:32]1[CH:37]=[CH:36][CH:35]=[CH:34][C:33]=1[S:38](Cl)(=[O:40])=[O:39], predict the reaction product. The product is: [OH:18][CH2:17][C:15]1[C:14]([C:19]([F:22])([F:21])[F:20])=[N:13][N:12]([CH2:11][C:7]2[CH:6]=[C:5]3[C:10](=[CH:9][CH:8]=2)[CH:2]([NH:1][S:38]([C:33]2[CH:34]=[CH:35][CH:36]=[CH:37][C:32]=2[O:31][CH3:30])(=[O:40])=[O:39])[CH2:3][CH2:4]3)[CH:16]=1. (7) Given the reactants [H-].[Na+].[O:3]1[CH2:7][CH2:6][NH:5][C:4]1=[O:8].[CH:9]1([C:12]2[C:13]([N:21]3[CH2:26][CH2:25][N:24]([C:27]([C:29]4[CH:30]=[N:31][C:32](F)=[CH:33][C:34]=4[CH3:35])=[O:28])[CH2:23][CH2:22]3)=[N:14][CH:15]=[C:16]([CH:18]3[CH2:20][CH2:19]3)[CH:17]=2)[CH2:11][CH2:10]1.O, predict the reaction product. The product is: [CH:9]1([C:12]2[C:13]([N:21]3[CH2:22][CH2:23][N:24]([C:27]([C:29]4[C:34]([CH3:35])=[CH:33][C:32]([N:5]5[CH2:6][CH2:7][O:3][C:4]5=[O:8])=[N:31][CH:30]=4)=[O:28])[CH2:25][CH2:26]3)=[N:14][CH:15]=[C:16]([CH:18]3[CH2:20][CH2:19]3)[CH:17]=2)[CH2:10][CH2:11]1. (8) The product is: [C:29]([NH:1][C@:2]([CH3:21])([CH2:5][CH2:6][C:7]1[CH:12]=[CH:11][C:10]([O:13][CH2:14][C:15]2[CH:20]=[CH:19][CH:18]=[CH:17][CH:16]=2)=[CH:9][CH:8]=1)[CH2:3][OH:4])([O:31][C:32]([CH3:35])([CH3:34])[CH3:33])=[O:30]. Given the reactants [NH2:1][C@:2]([CH3:21])([CH2:5][CH2:6][C:7]1[CH:12]=[CH:11][C:10]([O:13][CH2:14][C:15]2[CH:20]=[CH:19][CH:18]=[CH:17][CH:16]=2)=[CH:9][CH:8]=1)[CH2:3][OH:4].C(N(CC)CC)C.[C:29](O[C:29]([O:31][C:32]([CH3:35])([CH3:34])[CH3:33])=[O:30])([O:31][C:32]([CH3:35])([CH3:34])[CH3:33])=[O:30].C1COCC1, predict the reaction product. (9) Given the reactants [NH2:1][C@H:2]([C:8]([OH:10])=[O:9])[CH2:3][CH2:4][C:5](O)=O.N1C[C@H:17](O)[CH2:16][C@H:12]1[C:13](O)=O, predict the reaction product. The product is: [NH2:1][C@H:2]([C:8]([OH:10])=[O:9])[CH2:3][C:4]1[CH:17]=[CH:16][CH:12]=[CH:13][CH:5]=1.